Dataset: Full USPTO retrosynthesis dataset with 1.9M reactions from patents (1976-2016). Task: Predict the reactants needed to synthesize the given product. (1) Given the product [CH3:17][O:18][C:19]([C:21]1[CH:22]=[N:23][C:15]([CH2:14][O:13][C:10](=[O:12])[CH3:11])=[CH:25][CH:26]=1)=[O:20], predict the reactants needed to synthesize it. The reactants are: C(N(CC)C(C)C)(C)C.[C:10]([O:13][C:14](=O)[CH3:15])(=[O:12])[CH3:11].[CH3:17][O:18][C:19]([C:21]1[CH:22]=[N+:23]([O-])C(C)=[CH:25][CH:26]=1)=[O:20].C(=O)([O-])O.[Na+]. (2) Given the product [CH2:1]([NH:8][C:9]1[CH:14]=[C:13]([N:30]2[CH2:31][CH2:32][N:27]([C:25]([C:19]3[CH:20]=[CH:21][CH:22]=[CH:23][CH:24]=3)=[O:26])[CH2:28][CH2:29]2)[CH:12]=[CH:11][C:10]=1[N+:16]([O-:18])=[O:17])[C:2]1[CH:7]=[CH:6][CH:5]=[CH:4][CH:3]=1, predict the reactants needed to synthesize it. The reactants are: [CH2:1]([NH:8][C:9]1[CH:14]=[C:13](Br)[CH:12]=[CH:11][C:10]=1[N+:16]([O-:18])=[O:17])[C:2]1[CH:7]=[CH:6][CH:5]=[CH:4][CH:3]=1.[C:19]1([C:25]([N:27]2[CH2:32][CH2:31][NH:30][CH2:29][CH2:28]2)=[O:26])[CH:24]=[CH:23][CH:22]=[CH:21][CH:20]=1.O. (3) Given the product [C:33]1([C@@H:39]([NH:42][C:43]([C:45]2[C:54]3[C:49](=[CH:50][CH:51]=[CH:52][CH:53]=3)[C:48](=[O:55])[N:47]([NH:56][CH2:57][CH3:58])[C:46]=2[CH3:62])=[O:44])[CH2:40][CH3:41])[CH:38]=[CH:37][CH:36]=[CH:35][CH:34]=1, predict the reactants needed to synthesize it. The reactants are: C1([C@@H](NC(C2C3C(=CC=CC=3)C(=O)N(N)C=2C)=O)CC)C=CC=CC=1.C([BH3-])#N.[Na+].C(=O)C.[C:33]1([C@@H:39]([NH:42][C:43]([C:45]2[C:54]3[C:49](=[CH:50][CH:51]=[CH:52][CH:53]=3)[C:48](=[O:55])[N:47]([N:56]3CCC[CH2:58][CH2:57]3)[C:46]=2[CH3:62])=[O:44])[CH2:40][CH3:41])[CH:38]=[CH:37][CH:36]=[CH:35][CH:34]=1. (4) Given the product [CH2:1]([O:5]/[CH:6]=[CH:7]/[C:8]1[C:13]([C:14]([O:16][CH3:17])=[O:15])=[N:12][CH:11]=[C:10]2[NH:18][CH:19]=[CH:20][C:9]=12)[CH2:2][CH2:3][CH3:4], predict the reactants needed to synthesize it. The reactants are: [CH2:1]([O:5]/[CH:6]=[CH:7]/[C:8]1[C:13]([C:14]([O:16][CH3:17])=[O:15])=[N:12][CH:11]=[C:10]2[N:18](S(C3C=CC=CC=3)(=O)=O)[CH:19]=[CH:20][C:9]=12)[CH2:2][CH2:3][CH3:4].C[O-].[Na+]. (5) The reactants are: F[C:2]1[CH:7]=[CH:6][C:5]([N+:8]([O-:10])=[O:9])=[CH:4][CH:3]=1.[CH2:11]([OH:14])[CH2:12][OH:13].C(=O)([O-])[O-].[Cs+].[Cs+].CCCCCC.C(OCC)(=O)C. Given the product [N+:8]([C:5]1[CH:6]=[CH:7][C:2]([O:13][CH2:12][CH2:11][OH:14])=[CH:3][CH:4]=1)([O-:10])=[O:9], predict the reactants needed to synthesize it. (6) Given the product [Br-:10].[CH:13]1[C:14]2[C:23](=[CH:22][C:21]3[C:16]([CH:15]=2)=[CH:17][CH:18]=[CH:19][CH:20]=3)[CH:24]=[CH:25][C:12]=1[CH2:11][N+:3]1[C:2]([Cl:1])=[C:6]([Cl:7])[N:5]([CH2:27][C:28]2[CH:37]=[CH:36][C:35]3[C:30](=[CH:31][CH:32]=[CH:33][CH:34]=3)[CH:29]=2)[CH:4]=1, predict the reactants needed to synthesize it. The reactants are: [Cl:1][C:2]1[N:3]=[CH:4][NH:5][C:6]=1[Cl:7].[OH-].[K+].[Br:10][CH2:11][C:12]1[CH:25]=[CH:24][C:23]2[C:14](=[CH:15][C:16]3[C:21]([CH:22]=2)=[CH:20][CH:19]=[CH:18][CH:17]=3)[CH:13]=1.Br[CH2:27][C:28]1[CH:37]=[CH:36][C:35]2[C:30](=[CH:31][CH:32]=[CH:33][CH:34]=2)[CH:29]=1.